This data is from Full USPTO retrosynthesis dataset with 1.9M reactions from patents (1976-2016). The task is: Predict the reactants needed to synthesize the given product. (1) Given the product [C:19]([C:16]1[CH:17]=[CH:18][C:13]([C:11]2[N:10]([C:21]3[CH:22]=[N:23][C:24]([O:27][CH3:28])=[CH:25][CH:26]=3)[N:9]=[C:8]([C:6]([OH:7])=[O:5])[N:12]=2)=[N:14][CH:15]=1)#[N:20], predict the reactants needed to synthesize it. The reactants are: O.[OH-].[Li+].C[O:5][C:6]([C:8]1[N:12]=[C:11]([C:13]2[CH:18]=[CH:17][C:16]([C:19]#[N:20])=[CH:15][N:14]=2)[N:10]([C:21]2[CH:22]=[N:23][C:24]([O:27][CH3:28])=[CH:25][CH:26]=2)[N:9]=1)=[O:7].Cl. (2) Given the product [Cl:1][C:2]1[CH:3]=[CH:4][C:5]([C:6]([NH:8][CH:9]([C:10](=[O:12])[NH:27][CH2:28][CH2:29][N:30]2[CH2:34][CH2:33][CH2:32][CH2:31]2)[CH2:13][C:14]2[C:23]3[C:18](=[CH:19][CH:20]=[CH:21][CH:22]=3)[NH:17][C:16](=[O:24])[CH:15]=2)=[O:7])=[CH:25][CH:26]=1, predict the reactants needed to synthesize it. The reactants are: [Cl:1][C:2]1[CH:26]=[CH:25][C:5]([C:6]([NH:8][CH:9]([CH2:13][C:14]2[C:23]3[C:18](=[CH:19][CH:20]=[CH:21][CH:22]=3)[NH:17][C:16](=[O:24])[CH:15]=2)[C:10]([OH:12])=O)=[O:7])=[CH:4][CH:3]=1.[NH2:27][CH2:28][CH2:29][N:30]1[CH2:34][CH2:33][CH2:32][CH2:31]1. (3) Given the product [CH2:6]=[C:4]1[CH2:3][CH:2]([NH:11][C:14](=[O:24])[O:23][CH2:16][C:17]2[CH:22]=[CH:21][CH:20]=[CH:19][CH:18]=2)[CH2:5]1, predict the reactants needed to synthesize it. The reactants are: C=[C:2]1[CH2:5][CH:4]([C:6](O)=O)[CH2:3]1.C([N:11]([CH2:14]C)CC)C.[CH2:16]([OH:23])[C:17]1[CH:22]=[CH:21][CH:20]=[CH:19][CH:18]=1.[O:24]1CCOCC1. (4) Given the product [C:1]([O:5][C:6](=[O:21])[NH:7][C:8]1[C:9]([N+:18]([O-:20])=[O:19])=[CH:10][C:11]([C:27]2[CH:26]=[CH:25][CH:24]=[C:23]([F:22])[C:28]=2[F:29])=[C:12]([N:14]([CH3:16])[CH3:15])[CH:13]=1)([CH3:4])([CH3:3])[CH3:2], predict the reactants needed to synthesize it. The reactants are: [C:1]([O:5][C:6](=[O:21])[NH:7][C:8]1[CH:13]=[C:12]([N:14]([CH3:16])[CH3:15])[C:11](I)=[CH:10][C:9]=1[N+:18]([O-:20])=[O:19])([CH3:4])([CH3:3])[CH3:2].[F:22][C:23]1[C:28]([F:29])=[CH:27][CH:26]=[CH:25][C:24]=1B(O)O. (5) Given the product [CH2:1]([N:8]1[CH2:12][CH2:11][N:10]([C:30]2[S:31][C:32]([C:36]([NH:38][CH2:39][C:40]3[CH:45]=[CH:44][C:43]([F:46])=[C:42]([F:47])[CH:41]=3)=[O:37])=[C:33]([CH3:35])[N:34]=2)[C:9]1=[NH:13])[C:2]1[CH:3]=[CH:4][CH:5]=[CH:6][CH:7]=1, predict the reactants needed to synthesize it. The reactants are: [CH2:1]([N:8]1[CH2:12][CH2:11][NH:10][C:9]1=[N:13]C#N)[C:2]1[CH:7]=[CH:6][CH:5]=[CH:4][CH:3]=1.C(N1CCNC1=N)C1C=CC=CC=1.Br[C:30]1[S:31][C:32]([C:36]([NH:38][CH2:39][C:40]2[CH:45]=[CH:44][C:43]([F:46])=[C:42]([F:47])[CH:41]=2)=[O:37])=[C:33]([CH3:35])[N:34]=1. (6) Given the product [F:44][C:6]([F:5])([F:43])[C:7]1[CH:8]=[C:9]([CH:36]=[C:37]([C:39]([F:40])([F:42])[F:41])[CH:38]=1)[CH2:10][N:11]1[C:15]([N:16]2[CH2:21][CH2:20][N:19]([C:1](=[O:3])[CH3:2])[CH2:18][CH2:17]2)=[C:14]([C:22]([N:24]2[CH2:28][CH2:27][CH2:26][C@@H:25]2[C:29]2[CH:34]=[CH:33][CH:32]=[CH:31][C:30]=2[Cl:35])=[O:23])[N:13]=[N:12]1, predict the reactants needed to synthesize it. The reactants are: [C:1](Cl)(=[O:3])[CH3:2].[F:5][C:6]([F:44])([F:43])[C:7]1[CH:8]=[C:9]([CH:36]=[C:37]([C:39]([F:42])([F:41])[F:40])[CH:38]=1)[CH2:10][N:11]1[C:15]([N:16]2[CH2:21][CH2:20][NH:19][CH2:18][CH2:17]2)=[C:14]([C:22]([N:24]2[CH2:28][CH2:27][CH2:26][C@@H:25]2[C:29]2[CH:34]=[CH:33][CH:32]=[CH:31][C:30]=2[Cl:35])=[O:23])[N:13]=[N:12]1.C(N(CC)CC)C.